This data is from Forward reaction prediction with 1.9M reactions from USPTO patents (1976-2016). The task is: Predict the product of the given reaction. Given the reactants [ClH:1].O1CCN(C[CH2:9][O:10][C:11]2[CH:19]=[C:18]3[C:14]([C:15]([C:27]4[CH:32]=[C:31]([F:33])[CH:30]=[C:29]([F:34])[CH:28]=4)=[C:16]([C:21]4[CH:22]=[N:23][CH:24]=[CH:25][CH:26]=4)[C:17]3=[O:20])=[CH:13][CH:12]=2)CC1.BrC1C(=O)C2C(C=1C1C=CC=CC=1)=CC=C(O)C=2.[CH3:53][N:54]([CH3:59])[CH2:55][CH2:56]CO, predict the reaction product. The product is: [ClH:1].[F:34][C:29]1[CH:28]=[C:27]([C:15]2[C:14]3[C:18](=[CH:19][C:11]([O:10][CH2:9][CH2:56][CH2:55][N:54]([CH3:59])[CH3:53])=[CH:12][CH:13]=3)[C:17](=[O:20])[C:16]=2[C:21]2[CH:22]=[N:23][CH:24]=[CH:25][CH:26]=2)[CH:32]=[C:31]([F:33])[CH:30]=1.